The task is: Predict the product of the given reaction.. This data is from Forward reaction prediction with 1.9M reactions from USPTO patents (1976-2016). (1) The product is: [N:16]1([CH2:22][C@@H:23]2[CH2:27][CH2:26][CH2:25][N:24]2[S:12]([C:7]2[CH:8]=[C:9]3[C:4](=[CH:5][CH:6]=2)[NH:3][C:2](=[O:1])[C:10]3=[O:11])(=[O:14])=[O:13])[CH2:21][CH2:20][O:19][CH2:18][CH2:17]1. Given the reactants [O:1]=[C:2]1[C:10](=[O:11])[C:9]2[C:4](=[CH:5][CH:6]=[C:7]([S:12](Cl)(=[O:14])=[O:13])[CH:8]=2)[NH:3]1.[N:16]1([CH2:22][C@@H:23]2[CH2:27][CH2:26][CH2:25][N:24]2S(C2C=CC3N4CC5(CCCC5)CN=C4C(=O)C=3C=2)(=O)=O)[CH2:21][CH2:20][O:19][CH2:18][CH2:17]1, predict the reaction product. (2) The product is: [CH2:1]([O:3][C:4]([C:6]1[C:14]2[C:9](=[CH:10][CH:11]=[C:12]([O:15][C:35]3[CH:36]=[CH:37][C:32]([C:31]([F:42])([F:41])[F:30])=[CH:33][CH:34]=3)[CH:13]=2)[N:8]([C:16]2[CH:21]=[CH:20][CH:19]=[CH:18][C:17]=2[O:22][CH3:23])[C:7]=1[CH2:24][C:25]([O:27][CH2:28][CH3:29])=[O:26])=[O:5])[CH3:2]. Given the reactants [CH2:1]([O:3][C:4]([C:6]1[C:14]2[C:9](=[CH:10][CH:11]=[C:12]([OH:15])[CH:13]=2)[N:8]([C:16]2[CH:21]=[CH:20][CH:19]=[CH:18][C:17]=2[O:22][CH3:23])[C:7]=1[CH2:24][C:25]([O:27][CH2:28][CH3:29])=[O:26])=[O:5])[CH3:2].[F:30][C:31]([F:42])([F:41])[C:32]1[CH:37]=[CH:36][C:35](B(O)O)=[CH:34][CH:33]=1, predict the reaction product. (3) Given the reactants [Cl:1][C:2]1[CH:3]=[C:4]([CH:18]=[CH:19][C:20]=1[F:21])[CH2:5][C:6]1[CH:7]=[N:8][C:9]2[N:10]([N:12]=[CH:13][C:14]=2[C:15]([OH:17])=O)[CH:11]=1.CN(C(ON1N=NC2C=CC=CC1=2)=[N+](C)C)C.[B-](F)(F)(F)F.C(N(CC)CC)C.[NH2:51][CH2:52][C:53]([NH2:55])=[O:54], predict the reaction product. The product is: [NH2:55][C:53](=[O:54])[CH2:52][NH:51][C:15]([C:14]1[CH:13]=[N:12][N:10]2[CH:11]=[C:6]([CH2:5][C:4]3[CH:18]=[CH:19][C:20]([F:21])=[C:2]([Cl:1])[CH:3]=3)[CH:7]=[N:8][C:9]=12)=[O:17].